From a dataset of Reaction yield outcomes from USPTO patents with 853,638 reactions. Predict the reaction yield, written as a fraction of the theoretical maximum amount of product (1.0 means a 100% yield; for example, 0.34 means a 34% yield). (1) The reactants are [C:1]([C@@H:4]([N:9]([CH2:20][C:21]1[CH:26]=[CH:25][C:24]([NH:27][C:28](=[O:31])[CH:29]=[CH2:30])=[CH:23][CH:22]=1)[S:10]([C:13]1[CH:18]=[CH:17][C:16]([Cl:19])=[CH:15][CH:14]=1)(=[O:12])=[O:11])[CH2:5][CH:6]([CH3:8])[CH3:7])(=[O:3])[NH2:2].[NH:32]1[CH2:37][CH2:36][CH2:35][CH2:34][CH2:33]1. The catalyst is C1(C)C=CC=CC=1. The product is [Cl:19][C:16]1[CH:17]=[CH:18][C:13]([S:10]([N:9]([C@H:4]([CH2:5][CH:6]([CH3:8])[CH3:7])[C:1]([NH2:2])=[O:3])[CH2:20][C:21]2[CH:26]=[CH:25][C:24]([NH:27][C:28](=[O:31])[CH2:29][CH2:30][N:32]3[CH2:37][CH2:36][CH2:35][CH2:34][CH2:33]3)=[CH:23][CH:22]=2)(=[O:12])=[O:11])=[CH:14][CH:15]=1. The yield is 0.860. (2) The reactants are Cl.[NH2:2][C@@H:3]([C@H:8]([CH3:14])[C@H:9]([CH3:13])[CH2:10][CH2:11][CH3:12])[CH2:4][C:5]([OH:7])=[O:6].CCN(CC)CC. The catalyst is CO. The product is [NH2:2][C@@H:3]([C@H:8]([CH3:14])[C@H:9]([CH3:13])[CH2:10][CH2:11][CH3:12])[CH2:4][C:5]([OH:7])=[O:6]. The yield is 0.920. (3) The reactants are P([O-])([O-])([O-])=O.[K+].[K+].[K+].C1(P(C2CCCCC2)C2C=CC=CC=2[C:22]2[C:27]([O:28][CH3:29])=[CH:26][CH:25]=[CH:24][C:23]=2OC)CCCCC1.Cl[C:39]1[CH:44]=[CH:43][C:42]([CH2:45][C:46]([O:48][CH3:49])=[O:47])=[C:41]([O:50][CH3:51])[CH:40]=1.[OH:52][C:53]1[C:65]([C:66]([F:69])([F:68])[F:67])=[C:64](COC2C=CC(B3OC(C)(C)C(C)(C)O3)=CC=2)[CH:63]=[CH:62][C:54]=1[C:55]([O:57][C:58]([CH3:61])([CH3:60])[CH3:59])=[O:56]. The catalyst is C1(C)C=CC=CC=1.C([O-])(=O)C.[Pd+2].C([O-])(=O)C.O. The product is [OH:52][C:53]1[C:65]([C:66]([F:69])([F:67])[F:68])=[CH:64][CH:63]=[C:62]([CH2:29][O:28][C:27]2[CH:22]=[CH:23][C:24]([C:39]3[CH:44]=[CH:43][C:42]([CH2:45][C:46]([O:48][CH3:49])=[O:47])=[C:41]([O:50][CH3:51])[CH:40]=3)=[CH:25][CH:26]=2)[C:54]=1[C:55]([O:57][C:58]([CH3:59])([CH3:60])[CH3:61])=[O:56]. The yield is 0.600. (4) The reactants are [Cl:1][C:2]1[CH:3]=[N:4][N:5]([CH3:17])[C:6]=1[C:7]1[CH:8]=[C:9]([C:14]([OH:16])=O)[S:10][C:11]=1[O:12][CH3:13].[NH2:18][C@@H:19]([CH2:32][C:33]1[CH:38]=[CH:37][CH:36]=[C:35]([C:39]([F:42])([F:41])[F:40])[CH:34]=1)[CH2:20][N:21]1[C:29](=[O:30])[C:28]2[C:23](=[CH:24][CH:25]=[CH:26][CH:27]=2)[C:22]1=[O:31].CC(OC(N[C@H](C(O)=O)CC1C=CC=CC=1C(F)(F)F)=O)(C)C.C1CN([P+](Br)(N2CCCC2)N2CCCC2)CC1.F[P-](F)(F)(F)(F)F.CCN(C(C)C)C(C)C. The catalyst is C(Cl)(Cl)Cl. The product is [Cl:1][C:2]1[CH:3]=[N:4][N:5]([CH3:17])[C:6]=1[C:7]1[CH:8]=[C:9]([C:14]([NH:18][C@@H:19]([CH2:32][C:33]2[CH:38]=[CH:37][CH:36]=[C:35]([C:39]([F:42])([F:40])[F:41])[CH:34]=2)[CH2:20][N:21]2[C:22](=[O:31])[C:23]3[C:28](=[CH:27][CH:26]=[CH:25][CH:24]=3)[C:29]2=[O:30])=[O:16])[S:10][C:11]=1[O:12][CH3:13]. The yield is 0.560. (5) The catalyst is C1(C)C=CC=CC=1. The yield is 0.800. The product is [C:33]([NH:35][C:36]([NH:20][C:19]1[CH:21]=[CH:22][C:16]([O:15][C:6]2[C:5]3[C:10](=[CH:11][C:12]([O:13][CH3:14])=[C:3]([O:2][CH3:1])[CH:4]=3)[N:9]=[CH:8][CH:7]=2)=[CH:17][C:18]=1[F:23])=[S:37])(=[O:34])[C:27]1[CH:32]=[CH:31][CH:30]=[CH:29][CH:28]=1. The reactants are [CH3:1][O:2][C:3]1[CH:4]=[C:5]2[C:10](=[CH:11][C:12]=1[O:13][CH3:14])[N:9]=[CH:8][CH:7]=[C:6]2[O:15][C:16]1[CH:22]=[CH:21][C:19]([NH2:20])=[C:18]([F:23])[CH:17]=1.C(O)C.[C:27]1([C:33]([N:35]=[C:36]=[S:37])=[O:34])[CH:32]=[CH:31][CH:30]=[CH:29][CH:28]=1. (6) The reactants are [CH2:1]([NH:8][CH:9]([C:21]1[CH:26]=[CH:25][CH:24]=[CH:23][CH:22]=1)[C:10]([O:12][C@@H:13]1[CH:18]2[CH2:19][CH2:20][N:15]([CH2:16][CH2:17]2)[CH2:14]1)=[O:11])[C:2]1[CH:7]=[CH:6][CH:5]=[CH:4][CH:3]=1.[Br:27][CH2:28][C:29]([C:31]1[CH:35]=[CH:34][S:33][CH:32]=1)=[O:30]. The catalyst is C(OCC)(=O)C.C(#N)C. The product is [Br-:27].[CH2:1]([NH:8][CH:9]([C:21]1[CH:26]=[CH:25][CH:24]=[CH:23][CH:22]=1)[C:10]([O:12][C@@H:13]1[CH:18]2[CH2:17][CH2:16][N+:15]([CH2:28][C:29](=[O:30])[C:31]3[CH:35]=[CH:34][S:33][CH:32]=3)([CH2:20][CH2:19]2)[CH2:14]1)=[O:11])[C:2]1[CH:3]=[CH:4][CH:5]=[CH:6][CH:7]=1. The yield is 0.140.